From a dataset of Forward reaction prediction with 1.9M reactions from USPTO patents (1976-2016). Predict the product of the given reaction. Given the reactants [CH2:1]([CH:3]([N:6]1[C:10]2[CH:11]=[CH:12][C:13]([C:15]([OH:17])=O)=[CH:14][C:9]=2[N:8]=[C:7]1[CH2:18][C:19]1[S:20][CH:21]=[CH:22][CH:23]=1)[CH2:4][CH3:5])[CH3:2].C1C=NC2N(O)N=NC=2C=1.CCN(C(C)C)C(C)C.Cl.[CH3:44][NH:45][S:46]([CH2:49][C@@H:50]([NH2:55])[CH2:51][CH:52]([CH3:54])[CH3:53])(=[O:48])=[O:47].Cl, predict the reaction product. The product is: [CH3:53][CH:52]([CH3:54])[CH2:51][C@H:50]([NH:55][C:15]([C:13]1[CH:12]=[CH:11][C:10]2[N:6]([CH:3]([CH2:4][CH3:5])[CH2:1][CH3:2])[C:7]([CH2:18][C:19]3[S:20][CH:21]=[CH:22][CH:23]=3)=[N:8][C:9]=2[CH:14]=1)=[O:17])[CH2:49][S:46](=[O:48])(=[O:47])[NH:45][CH3:44].